From a dataset of Retrosynthesis with 50K atom-mapped reactions and 10 reaction types from USPTO. Predict the reactants needed to synthesize the given product. Given the product N#Cc1ccccc1-c1cc(-c2cnc3nccnn23)ccc1F, predict the reactants needed to synthesize it. The reactants are: Brc1cnc2nccnn12.CC1(C)OB(c2ccc(F)c(-c3ccccc3C#N)c2)OC1(C)C.